From a dataset of Reaction yield outcomes from USPTO patents with 853,638 reactions. Predict the reaction yield, written as a fraction of the theoretical maximum amount of product (1.0 means a 100% yield; for example, 0.34 means a 34% yield). (1) The reactants are [Cl:1][S:2]([C:5]1[CH:6]=[CH:7][C:8]2[O:12][N:11]=[C:10]([C:13]([OH:15])=O)[C:9]=2[CH:16]=1)(=[O:4])=[O:3].CN(C=O)C.C(Cl)(=O)C(Cl)=O.[NH2:28][C:29]1[CH:41]=[CH:40][C:39]([C:42]#[N:43])=[CH:38][C:30]=1[C:31]([O:33][C:34]([CH3:37])([CH3:36])[CH3:35])=[O:32]. The catalyst is C(Cl)Cl. The product is [Cl:1][S:2]([C:5]1[CH:6]=[CH:7][C:8]2[O:12][N:11]=[C:10]([C:13]([NH:28][C:29]3[CH:41]=[CH:40][C:39]([C:42]#[N:43])=[CH:38][C:30]=3[C:31]([O:33][C:34]([CH3:37])([CH3:36])[CH3:35])=[O:32])=[O:15])[C:9]=2[CH:16]=1)(=[O:3])=[O:4]. The yield is 0.350. (2) The reactants are [CH3:1][O:2][C:3]1[CH:4]=[CH:5][C:6]2[O:11][CH2:10][C:9](=[O:12])[NH:8][C:7]=2[CH:13]=1.[H-].[Na+].CS(O[CH2:21][CH2:22][C@H:23]1[CH2:28][CH2:27][C@H:26]([NH:29][C:30]([O:32][C:33]([CH3:36])([CH3:35])[CH3:34])=[O:31])[CH2:25][CH2:24]1)(=O)=O.COC1C=C2C(C=CC(=O)N2CCN2CCC(NC(=O)OC(C)(C)C)CC2)=CC=1. The catalyst is ClCCl.CO. The product is [CH3:1][O:2][C:3]1[CH:4]=[CH:5][C:6]2[O:11][CH2:10][C:9](=[O:12])[N:8]([CH2:21][CH2:22][C@H:23]3[CH2:24][CH2:25][C@H:26]([NH:29][C:30](=[O:31])[O:32][C:33]([CH3:36])([CH3:35])[CH3:34])[CH2:27][CH2:28]3)[C:7]=2[CH:13]=1. The yield is 0.580.